This data is from Forward reaction prediction with 1.9M reactions from USPTO patents (1976-2016). The task is: Predict the product of the given reaction. (1) Given the reactants Br[C:2]1[CH:3]=[C:4]([O:8][CH3:9])[CH:5]=[N:6][CH:7]=1.[OH-].[NH4+:11].[Br-], predict the reaction product. The product is: [CH3:9][O:8][C:4]1[CH:3]=[C:2]([NH2:11])[CH:7]=[N:6][CH:5]=1. (2) Given the reactants C(NC(C)C)(C)C.[Li].[C:9]([O:12][C:13]([CH3:16])([CH3:15])[CH3:14])(=[O:11])[CH3:10].[CH:17](=[O:21])[CH:18]([CH3:20])[CH3:19].O, predict the reaction product. The product is: [C:13]([O:12][C:9](=[O:11])[CH2:10][CH:17]([OH:21])[CH:18]([CH3:20])[CH3:19])([CH3:16])([CH3:15])[CH3:14].